This data is from NCI-60 drug combinations with 297,098 pairs across 59 cell lines. The task is: Regression. Given two drug SMILES strings and cell line genomic features, predict the synergy score measuring deviation from expected non-interaction effect. (1) Drug 1: CC(C)(C#N)C1=CC(=CC(=C1)CN2C=NC=N2)C(C)(C)C#N. Drug 2: CC1C(C(CC(O1)OC2CC(CC3=C2C(=C4C(=C3O)C(=O)C5=CC=CC=C5C4=O)O)(C(=O)C)O)N)O. Cell line: UACC-257. Synergy scores: CSS=55.7, Synergy_ZIP=3.81, Synergy_Bliss=5.45, Synergy_Loewe=1.65, Synergy_HSA=5.83. (2) Drug 1: CN(C)N=NC1=C(NC=N1)C(=O)N. Drug 2: CN(CC1=CN=C2C(=N1)C(=NC(=N2)N)N)C3=CC=C(C=C3)C(=O)NC(CCC(=O)O)C(=O)O. Cell line: EKVX. Synergy scores: CSS=3.48, Synergy_ZIP=-4.18, Synergy_Bliss=-5.34, Synergy_Loewe=-11.4, Synergy_HSA=-5.14. (3) Drug 1: C1CN1C2=NC(=NC(=N2)N3CC3)N4CC4. Drug 2: C1CCN(CC1)CCOC2=CC=C(C=C2)C(=O)C3=C(SC4=C3C=CC(=C4)O)C5=CC=C(C=C5)O. Cell line: HOP-62. Synergy scores: CSS=38.7, Synergy_ZIP=2.21, Synergy_Bliss=1.51, Synergy_Loewe=-0.358, Synergy_HSA=0.395. (4) Drug 1: C1CC(=O)NC(=O)C1N2C(=O)C3=CC=CC=C3C2=O. Drug 2: C1C(C(OC1N2C=NC(=NC2=O)N)CO)O. Cell line: MOLT-4. Synergy scores: CSS=46.0, Synergy_ZIP=-0.349, Synergy_Bliss=-2.00, Synergy_Loewe=-41.6, Synergy_HSA=-1.64. (5) Drug 1: CC1=C2C(C(=O)C3(C(CC4C(C3C(C(C2(C)C)(CC1OC(=O)C(C(C5=CC=CC=C5)NC(=O)C6=CC=CC=C6)O)O)OC(=O)C7=CC=CC=C7)(CO4)OC(=O)C)O)C)OC(=O)C. Drug 2: CC1C(C(CC(O1)OC2CC(CC3=C2C(=C4C(=C3O)C(=O)C5=CC=CC=C5C4=O)O)(C(=O)C)O)N)O. Cell line: SR. Synergy scores: CSS=51.2, Synergy_ZIP=-6.39, Synergy_Bliss=-7.69, Synergy_Loewe=-3.03, Synergy_HSA=-0.263.